Dataset: Full USPTO retrosynthesis dataset with 1.9M reactions from patents (1976-2016). Task: Predict the reactants needed to synthesize the given product. (1) Given the product [OH:25][CH2:24][C@H:23]([NH:22][S:17]([C:11]1[CH:10]=[CH:9][CH:8]=[CH:13][C:12]=1[N+:14]([O-:16])=[O:15])(=[O:19])=[O:18])[C@@H:26]1[CH2:27][C@@H:28]([CH2:32][CH2:33][CH3:34])[C:29](=[O:31])[O:30]1, predict the reactants needed to synthesize it. The reactants are: C(N(CC)CC)C.[CH:8]1[CH:13]=[C:12]([N+:14]([O-:16])=[O:15])[C:11]([S:17](Cl)(=[O:19])=[O:18])=[CH:10][CH:9]=1.Cl.[NH2:22][C@H:23]([C@H:26]1[O:30][C:29](=[O:31])[C@H:28]([CH2:32][CH2:33][CH3:34])[CH2:27]1)[CH2:24][OH:25].O1CCCC1. (2) Given the product [CH3:8][N:5]1[CH2:4][CH2:3][C:2]([CH2:9][C:10]([O:12][CH2:13][CH3:14])=[O:11])([NH:1][C:35]([C:33]2[O:34][C:30]([C:29]#[C:28][C:22]3[CH:27]=[CH:26][CH:25]=[CH:24][CH:23]=3)=[CH:31][CH:32]=2)=[O:36])[CH2:7][CH2:6]1, predict the reactants needed to synthesize it. The reactants are: [NH2:1][C:2]1([CH2:9][C:10]([O:12][CH2:13][CH3:14])=[O:11])[CH2:7][CH2:6][N:5]([CH3:8])[CH2:4][CH2:3]1.CCN(CC)CC.[C:22]1([C:28]#[C:29][C:30]2[O:34][C:33]([C:35](ON3C(=O)CCC3=O)=[O:36])=[CH:32][CH:31]=2)[CH:27]=[CH:26][CH:25]=[CH:24][CH:23]=1. (3) Given the product [C:10]1([C:1]2[CH:2]=[CH:3][C:4]([CH2:7][NH2:9])=[CH:5][CH:6]=2)[CH:11]=[CH:12][CH:13]=[CH:14][CH:15]=1, predict the reactants needed to synthesize it. The reactants are: [C:1]1([C:10]2[CH:15]=[CH:14][CH:13]=[CH:12][CH:11]=2)[CH:6]=[CH:5][C:4]([C:7]([NH2:9])=O)=[CH:3][CH:2]=1.[H-].[H-].[H-].[H-].[Li+].[Al+3]. (4) Given the product [NH2:23][C:2]12[C:20](=[O:21])[C:19]3[C:14](=[CH:15][CH:16]=[CH:17][CH:18]=3)[C:3]1([OH:22])[O:4][C:5]1[C:10]2=[CH:9][CH:8]=[C:7]([CH:11]([CH3:13])[CH3:12])[CH:6]=1, predict the reactants needed to synthesize it. The reactants are: Cl[C:2]12[C:20](=[O:21])[C:19]3[C:14](=[CH:15][CH:16]=[CH:17][CH:18]=3)[C:3]1([OH:22])[O:4][C:5]1[C:10]2=[CH:9][CH:8]=[C:7]([CH:11]([CH3:13])[CH3:12])[CH:6]=1.[NH3:23].C(O)(C)C. (5) Given the product [N:26]([C:2]1[N:7]=[C:6]([CH2:8][C:9]2[C:14]([Cl:15])=[CH:13][CH:12]=[CH:11][C:10]=2[Cl:16])[N:5]=[C:4]([NH:17][C:18]2[CH:19]=[CH:20][C:21]([C:22]#[N:23])=[CH:24][CH:25]=2)[N:3]=1)=[N+:27]=[N-:28], predict the reactants needed to synthesize it. The reactants are: Cl[C:2]1[N:7]=[C:6]([CH2:8][C:9]2[C:14]([Cl:15])=[CH:13][CH:12]=[CH:11][C:10]=2[Cl:16])[N:5]=[C:4]([NH:17][C:18]2[CH:25]=[CH:24][C:21]([C:22]#[N:23])=[CH:20][CH:19]=2)[N:3]=1.[N-:26]=[N+:27]=[N-:28].[Na+]. (6) Given the product [CH3:1][C:2]1[C:8](=[O:9])[NH:7][C:5](=[O:6])[N:4]([C@@H:10]2[O:14][C@H:13]([CH2:15][O:16][P:34]([OH:35])([OH:30])=[O:36])[C@@H:12]([N:17]=[N+:18]=[N-:19])[CH2:11]2)[CH:3]=1.[NH2:43][C@H:42]([C:41]([OH:45])=[O:40])[CH3:44].[CH3:1][C:2]1[C:8](=[O:9])[NH:7][C:5](=[O:6])[N:4]([C@@H:10]2[O:14][C@H:13]([CH2:15][O:16][P:34]([OH:35])([OH:21])=[O:36])[C@@H:12]([N:17]=[N+:18]=[N-:19])[CH2:11]2)[CH:3]=1, predict the reactants needed to synthesize it. The reactants are: [CH3:1][C:2]1[C:8](=[O:9])[NH:7][C:5](=[O:6])[N:4]([C@@H:10]2[O:14][C@H:13]([CH2:15][OH:16])[C@@H:12]([N:17]=[N+:18]=[N-:19])[CH2:11]2)[CH:3]=1.C[O:21]C1C=CC(O)=CC=1.P(Cl)(Cl)(Cl)=[O:30].[P:34](Cl)(Cl)(=[O:36])[O-:35].C[O:40][C:41](=[O:45])[C@H:42]([CH3:44])[NH2:43]. (7) Given the product [Cl:1][C:2]1[CH:7]=[CH:6][N:5]2[C:8]([CH2:11][C:12]([F:15])([F:14])[F:13])=[CH:9][N:10]=[C:4]2[C:3]=1[C:17]#[N:18], predict the reactants needed to synthesize it. The reactants are: [Cl:1][C:2]1[CH:7]=[CH:6][N:5]2[C:8]([CH2:11][C:12]([F:15])([F:14])[F:13])=[CH:9][N:10]=[C:4]2[C:3]=1I.[C-:17]#[N:18].[Na+].